Predict the reactants needed to synthesize the given product. From a dataset of Full USPTO retrosynthesis dataset with 1.9M reactions from patents (1976-2016). (1) Given the product [C:1]1([C:22]2[CH:27]=[CH:26][CH:25]=[CH:24][CH:23]=2)[CH:6]=[CH:5][C:4]([S:7]([NH:10][C:11]2[CH:16]=[CH:15][C:14]([CH:17]=[CH:18][C:19]([Cl:28])=[O:20])=[CH:13][CH:12]=2)(=[O:9])=[O:8])=[CH:3][CH:2]=1, predict the reactants needed to synthesize it. The reactants are: [C:1]1([C:22]2[CH:27]=[CH:26][CH:25]=[CH:24][CH:23]=2)[CH:6]=[CH:5][C:4]([S:7]([NH:10][C:11]2[CH:16]=[CH:15][C:14]([CH:17]=[CH:18][C:19](O)=[O:20])=[CH:13][CH:12]=2)(=[O:9])=[O:8])=[CH:3][CH:2]=1.[Cl:28]CCl. (2) Given the product [Br:1][C:2]1[CH:16]=[C:15]([CH2:17][CH2:18][C:19](=[O:35])[C:20]2[S:21][C:22]([C:25]3[CH:26]=[CH:27][C:28]([C:31]([F:34])([F:33])[F:32])=[CH:29][CH:30]=3)=[CH:23][CH:24]=2)[CH:14]=[CH:13][C:3]=1[O:4][CH2:5][C:6]([OH:8])=[O:7], predict the reactants needed to synthesize it. The reactants are: [Br:1][C:2]1[CH:16]=[C:15]([CH2:17][CH2:18][C:19](=[O:35])[C:20]2[S:21][C:22]([C:25]3[CH:30]=[CH:29][C:28]([C:31]([F:34])([F:33])[F:32])=[CH:27][CH:26]=3)=[CH:23][CH:24]=2)[CH:14]=[CH:13][C:3]=1[O:4][CH2:5][C:6]([O:8]C(C)(C)C)=[O:7].FC(F)(F)C(O)=O. (3) Given the product [CH3:11][O:10][C:8]([C:5]1[CH:4]=[CH:3][C:2]2[N:7]([C:24]([NH:23][C:25]([CH3:28])([CH3:27])[CH3:26])=[CH:14][N:1]=2)[CH:6]=1)=[O:9], predict the reactants needed to synthesize it. The reactants are: [NH2:1][C:2]1[N:7]=[CH:6][C:5]([C:8]([O:10][CH3:11])=[O:9])=[CH:4][CH:3]=1.O.O=[CH:14]C(O)=O.Cl(O)(=O)(=O)=O.[N+:23]([C:25]([CH3:28])([CH3:27])[CH3:26])#[C-:24]. (4) The reactants are: [NH2:1][C:2]1[CH:3]=[C:4]([CH2:8][N:9]2[CH2:14][CH2:13][CH:12]([NH:15][C:16]3[N:21]=[C:20]([C:22]4[C:30]5[C:25](=[CH:26][CH:27]=[CH:28][CH:29]=5)[NH:24][CH:23]=4)[C:19]([Cl:31])=[CH:18][N:17]=3)[CH2:11][CH2:10]2)[CH:5]=[CH:6][CH:7]=1.[CH3:32][N:33]([CH3:40])[CH2:34]/[CH:35]=[CH:36]/[C:37](O)=[O:38].CCN(CC)CC.CN(C(ON1N=NC2C=CC=NC1=2)=[N+](C)C)C.F[P-](F)(F)(F)(F)F. Given the product [Cl:31][C:19]1[C:20]([C:22]2[C:30]3[C:25](=[CH:26][CH:27]=[CH:28][CH:29]=3)[NH:24][CH:23]=2)=[N:21][C:16]([NH:15][CH:12]2[CH2:13][CH2:14][N:9]([CH2:8][C:4]3[CH:3]=[C:2]([NH:1][C:37](=[O:38])/[CH:36]=[CH:35]/[CH2:34][N:33]([CH3:40])[CH3:32])[CH:7]=[CH:6][CH:5]=3)[CH2:10][CH2:11]2)=[N:17][CH:18]=1, predict the reactants needed to synthesize it. (5) Given the product [Cl:1][C:2]1[CH:3]=[C:4]([C@@H:8]2[C@@H:13]([C:14]3[CH:19]=[CH:18][C:17]([Cl:20])=[CH:16][CH:15]=3)[N:12]([CH2:21][CH:22]3[CH2:24][CH2:23]3)[C:11](=[O:25])[C@@H:10]([CH2:26][C:27]([OH:29])=[O:28])[O:9]2)[CH:5]=[CH:6][CH:7]=1, predict the reactants needed to synthesize it. The reactants are: [Cl:1][C:2]1[CH:3]=[C:4]([C@@H:8]2[C@@H:13]([C:14]3[CH:19]=[CH:18][C:17]([Cl:20])=[CH:16][CH:15]=3)[N:12]([CH2:21][CH:22]3[CH2:24][CH2:23]3)[C:11](=[O:25])[C@@H:10]([CH2:26][C:27]([O:29]C(C)(C)C)=[O:28])[O:9]2)[CH:5]=[CH:6][CH:7]=1.C(O)(C(F)(F)F)=O.